This data is from Forward reaction prediction with 1.9M reactions from USPTO patents (1976-2016). The task is: Predict the product of the given reaction. (1) The product is: [CH3:21][C:12]([S:11][C:9]1[CH:8]=[CH:7][C:5]2[N:6]=[C:2]([NH2:1])[S:3][C:4]=2[CH:10]=1)([CH3:20])[CH2:13][N:15]1[CH2:19][CH2:18][CH2:17][CH2:16]1. Given the reactants [NH2:1][C:2]1[S:3][C:4]2[CH:10]=[C:9]([S:11][C:12]([CH3:21])([CH3:20])[C:13]([N:15]3[CH2:19][CH2:18][CH2:17][CH2:16]3)=O)[CH:8]=[CH:7][C:5]=2[N:6]=1.CO, predict the reaction product. (2) The product is: [CH2:8]1[C:13]2=[CH:14][C:15]3[CH:16]=[CH:17][CH:18]=[CH:19][C:20]=3[N:12]2[CH2:11][CH2:10][N:9]1[C:21](=[O:25])[CH2:22][CH:23]([N:5]1[CH2:6][CH2:7][N:2]([CH3:1])[CH2:3][CH2:4]1)[CH3:24]. Given the reactants [CH3:1][N:2]1[CH2:7][CH2:6][NH:5][CH2:4][CH2:3]1.[CH2:8]1[C:13]2=[CH:14][C:15]3[CH:16]=[CH:17][CH:18]=[CH:19][C:20]=3[N:12]2[CH2:11][CH2:10][N:9]1[C:21](=[O:25])[CH:22]=[CH:23][CH3:24], predict the reaction product.